Dataset: Peptide-MHC class I binding affinity with 185,985 pairs from IEDB/IMGT. Task: Regression. Given a peptide amino acid sequence and an MHC pseudo amino acid sequence, predict their binding affinity value. This is MHC class I binding data. (1) The peptide sequence is LVSAGIRKV. The MHC is HLA-B27:05 with pseudo-sequence HLA-B27:05. The binding affinity (normalized) is 0. (2) The peptide sequence is YRVRNVQTL. The MHC is HLA-B39:01 with pseudo-sequence HLA-B39:01. The binding affinity (normalized) is 0.643. (3) The peptide sequence is IITSTKTIEY. The MHC is HLA-A33:01 with pseudo-sequence HLA-A33:01. The binding affinity (normalized) is 0.117. (4) The peptide sequence is ELSRLRYNL. The MHC is HLA-A02:03 with pseudo-sequence HLA-A02:03. The binding affinity (normalized) is 0.488. (5) The peptide sequence is KMSYSSVMI. The MHC is HLA-A32:01 with pseudo-sequence HLA-A32:01. The binding affinity (normalized) is 0.756.